Task: Predict which catalyst facilitates the given reaction.. Dataset: Catalyst prediction with 721,799 reactions and 888 catalyst types from USPTO (1) Reactant: [OH-].[K+].[F:3][C:4]1[CH:12]=[C:11]2[C:7]([C:8]([NH2:13])=[N:9][NH:10]2)=[C:6]([O:14][CH3:15])[CH:5]=1.Cl[CH2:17][C:18]1[CH:19]=[C:20]([CH:23]=[CH:24][CH:25]=1)[C:21]#[N:22].Cl. Product: [NH2:13][C:8]1[C:7]2[C:11](=[CH:12][C:4]([F:3])=[CH:5][C:6]=2[O:14][CH3:15])[N:10]([CH2:17][C:18]2[CH:19]=[C:20]([CH:23]=[CH:24][CH:25]=2)[C:21]#[N:22])[N:9]=1. The catalyst class is: 58. (2) Reactant: [CH3:1][C:2]1([CH3:9])[NH:6][C:5](=[O:7])[NH:4][C:3]1=[O:8].[H-].[Na+].[CH:12]1[C:21]2[C:16](=[CH:17][CH:18]=[CH:19][CH:20]=2)[CH:15]=[CH:14][C:13]=1[S:22](Cl)(=[O:24])=[O:23]. Product: [CH3:1][C:2]1([CH3:9])[N:6]([S:22]([C:13]2[CH:14]=[CH:15][C:16]3[C:21](=[CH:20][CH:19]=[CH:18][CH:17]=3)[CH:12]=2)(=[O:24])=[O:23])[C:5](=[O:7])[N:4]([S:22]([C:13]2[CH:14]=[CH:15][C:16]3[C:21](=[CH:20][CH:19]=[CH:18][CH:17]=3)[CH:12]=2)(=[O:24])=[O:23])[C:3]1=[O:8]. The catalyst class is: 7.